Dataset: Reaction yield outcomes from USPTO patents with 853,638 reactions. Task: Predict the reaction yield, written as a fraction of the theoretical maximum amount of product (1.0 means a 100% yield; for example, 0.34 means a 34% yield). (1) The reactants are C([O:3][C:4]([C:6]1[NH:7][C:8]2[C:13]([CH:14]=1)=[CH:12][CH:11]=[C:10]([Cl:15])[CH:9]=2)=O)C.[H-].[Al+3].[Li+].[H-].[H-].[H-]. The catalyst is C(OCC)C. The product is [Cl:15][C:10]1[CH:9]=[C:8]2[C:13]([CH:14]=[C:6]([CH2:4][OH:3])[NH:7]2)=[CH:12][CH:11]=1. The yield is 1.00. (2) The catalyst is C1COCC1. The reactants are Br[C:2]1[CH:3]=[N:4][CH:5]=[C:6]([OH:8])[CH:7]=1.C([Li])CCC.[CH3:14][Si:15](Cl)([CH3:17])[CH3:16].[F-].C([N+](CCCC)(CCCC)CCCC)CCC. The yield is 0.350. The product is [CH3:14][Si:15]([CH3:17])([CH3:16])[C:2]1[CH:7]=[C:6]([OH:8])[CH:5]=[N:4][CH:3]=1. (3) The reactants are [N:1]([CH:4]1[CH:11]=[C:10]([C:12]2[CH:17]=[CH:16][N:15]=[CH:14][C:13]=2[N+:18]([O-])=O)[CH2:9][CH:8]([CH3:21])[C:5]21[O:7][CH2:6]2)=[N+]=[N-].N1C=CC=CC=1.[C:28](O[C:28]([O:30][C:31]([CH3:34])([CH3:33])[CH3:32])=[O:29])([O:30][C:31]([CH3:34])([CH3:33])[CH3:32])=[O:29]. The catalyst is C(O)C.[Pd]. The product is [NH2:18][C:13]1[CH:14]=[N:15][CH:16]=[CH:17][C:12]=1[CH:10]1[CH2:11][CH:4]([NH:1][C:28](=[O:29])[O:30][C:31]([CH3:34])([CH3:33])[CH3:32])[C:5]([OH:7])([CH3:6])[CH:8]([CH3:21])[CH2:9]1. The yield is 0.420. (4) The reactants are BrC1C=C2C(CCNC2=O)=CC=1.[CH3:13][C:14]1([CH3:32])[C:18]([CH3:20])([CH3:19])[O:17][B:16]([C:21]2[CH:30]=[C:29]3[C:24]([CH2:25][CH2:26][NH:27][C:28]3=[O:31])=[CH:23][CH:22]=2)[O:15]1.B(O)O. No catalyst specified. The product is [CH3:19][C:18]1([CH3:20])[C:14]([CH3:13])([CH3:32])[O:15][B:16]([C:21]2[CH:30]=[C:29]3[C:24]([CH2:25][CH2:26][NH:27][C:28]3=[O:31])=[CH:23][CH:22]=2)[O:17]1. The yield is 0.470.